From a dataset of Reaction yield outcomes from USPTO patents with 853,638 reactions. Predict the reaction yield, written as a fraction of the theoretical maximum amount of product (1.0 means a 100% yield; for example, 0.34 means a 34% yield). (1) The reactants are [C:1]1([C:7]([C:27]2[CH:32]=[CH:31][CH:30]=[CH:29][CH:28]=2)([C:21]2[CH:26]=[CH:25][CH:24]=[CH:23][CH:22]=2)[N:8]2[CH2:13][CH2:12][N:11]([C:14](OC(C)(C)C)=[O:15])[CH2:10][CH2:9]2)[CH:6]=[CH:5][CH:4]=[CH:3][CH:2]=1.CN(C)CCN(C)C.C([Li])(CC)C.C1CCCCC1.[CH:52]1([C:58]([CH:60]2[CH2:65][CH2:64][CH2:63][CH2:62][CH2:61]2)=[O:59])[CH2:57][CH2:56][CH2:55][CH2:54][CH2:53]1.[Cl-].[NH4+]. The catalyst is O1CCCC1.CCCCCC. The product is [CH:60]1([C:58]2([CH:52]3[CH2:53][CH2:54][CH2:55][CH2:56][CH2:57]3)[CH:10]3[CH2:9][N:8]([C:7]([C:1]4[CH:6]=[CH:5][CH:4]=[CH:3][CH:2]=4)([C:27]4[CH:28]=[CH:29][CH:30]=[CH:31][CH:32]=4)[C:21]4[CH:22]=[CH:23][CH:24]=[CH:25][CH:26]=4)[CH2:13][CH2:12][N:11]3[C:14](=[O:15])[O:59]2)[CH2:61][CH2:62][CH2:63][CH2:64][CH2:65]1. The yield is 0.740. (2) The reactants are C([O:3][C:4](=O)[CH2:5][C:6]([C:9]1[N:10]([CH2:21][CH2:22][OH:23])[C:11]2[C:16]([CH:17]=1)=[CH:15][C:14]([N+:18]([O-:20])=[O:19])=[CH:13][CH:12]=2)([CH3:8])[CH3:7])C.CC(C[AlH]CC(C)C)C.O. The catalyst is C1COCC1. The product is [OH:23][CH2:22][CH2:21][N:10]1[C:11]2[C:16](=[CH:15][C:14]([N+:18]([O-:20])=[O:19])=[CH:13][CH:12]=2)[CH:17]=[C:9]1[C:6]([CH3:8])([CH3:7])[CH2:5][CH2:4][OH:3]. The yield is 0.490.